From a dataset of Peptide-MHC class I binding affinity with 185,985 pairs from IEDB/IMGT. Regression. Given a peptide amino acid sequence and an MHC pseudo amino acid sequence, predict their binding affinity value. This is MHC class I binding data. (1) The peptide sequence is NTTVFLQPV. The MHC is Mamu-A01 with pseudo-sequence Mamu-A01. The binding affinity (normalized) is 0.405. (2) The peptide sequence is IVKYKQYLK. The MHC is HLA-A02:01 with pseudo-sequence HLA-A02:01. The binding affinity (normalized) is 0.0847. (3) The peptide sequence is LFYTFAISY. The MHC is HLA-A11:01 with pseudo-sequence HLA-A11:01. The binding affinity (normalized) is 0.0841. (4) The MHC is HLA-B46:01 with pseudo-sequence HLA-B46:01. The peptide sequence is HKELAITAL. The binding affinity (normalized) is 0.0847. (5) The peptide sequence is EVVGSYIRY. The MHC is HLA-B15:17 with pseudo-sequence HLA-B15:17. The binding affinity (normalized) is 0.0847. (6) The peptide sequence is YQAVVPLVY. The MHC is HLA-B14:02 with pseudo-sequence HLA-B14:02. The binding affinity (normalized) is 0. (7) The binding affinity (normalized) is 0.132. The MHC is HLA-A68:02 with pseudo-sequence HLA-A68:02. The peptide sequence is GLLQFIVFL. (8) The peptide sequence is LTLTNTSII. The MHC is H-2-Db with pseudo-sequence H-2-Db. The binding affinity (normalized) is 0.726.